From a dataset of Forward reaction prediction with 1.9M reactions from USPTO patents (1976-2016). Predict the product of the given reaction. Given the reactants [NH:1]1[CH2:6][CH2:5][O:4][CH:3]([C:7]2[CH:12]=[CH:11][C:10]([OH:13])=[CH:9][CH:8]=2)[CH2:2]1.[C:14]([O:18][C:19]([CH3:22])([CH3:21])[CH3:20])(=[O:17])[CH:15]=[CH2:16], predict the reaction product. The product is: [C:19]([O:18][C:14](=[O:17])[CH2:15][CH2:16][N:1]1[CH2:6][CH2:5][O:4][CH:3]([C:7]2[CH:12]=[CH:11][C:10]([OH:13])=[CH:9][CH:8]=2)[CH2:2]1)([CH3:22])([CH3:21])[CH3:20].